From a dataset of HIV replication inhibition screening data with 41,000+ compounds from the AIDS Antiviral Screen. Binary Classification. Given a drug SMILES string, predict its activity (active/inactive) in a high-throughput screening assay against a specified biological target. (1) The drug is CCOP(=O)(OCC)C(C#N)=Cc1ccco1. The result is 1 (active). (2) The molecule is CC1CNC(CCc2ccc(NC(=O)c3ccc(C(=O)Nc4ccc(CCC5=NC(C)CN5)cc4)cc3)cc2)=N1. The result is 0 (inactive). (3) The drug is COC(=O)C(C)NC(=O)C(CCSC)NC(=O)C(Cc1ccccc1)NC(=O)OC(C)(C)C. The result is 0 (inactive). (4) The compound is CCOc1ncn(-c2ccc(NC(=S)Nc3cnccn3)cc2)n1. The result is 1 (active). (5) The molecule is O=C(O)c1ccc[n+](CC(=O)c2ccc(O)c(O)c2)c1. The result is 0 (inactive). (6) The result is 0 (inactive). The molecule is C=CCC1(CC(=O)O)CC=CCC12OCCO2. (7) The compound is N#Cc1nc(Nc2ccc([N+](=O)[O-])cc2)sc1N. The result is 0 (inactive). (8) The compound is N#Cc1cccc(C=CC(=O)c2ccccc2)c1. The result is 0 (inactive). (9) The molecule is O=C1NC2CCCCCC2C12CCCCC2. The result is 0 (inactive). (10) The compound is COC(=O)C(C#N)=Cn1c(=S)[nH]c2ccccc21. The result is 0 (inactive).